Dataset: Forward reaction prediction with 1.9M reactions from USPTO patents (1976-2016). Task: Predict the product of the given reaction. (1) Given the reactants [NH2:1][C:2]1[CH:7]=[CH:6][CH:5]=[CH:4][C:3]=1/[CH:8]=[CH:9]/[C:10]([O:12][CH3:13])=[O:11].Br[CH2:15][C:16]1[CH:17]=[C:18]([CH:21]=[CH:22][CH:23]=1)[C:19]#[N:20].C(=O)([O-])[O-].[K+].[K+], predict the reaction product. The product is: [C:19]([C:18]1[CH:17]=[C:16]([CH:23]=[CH:22][CH:21]=1)[CH2:15][NH:1][C:2]1[CH:7]=[CH:6][CH:5]=[CH:4][C:3]=1/[CH:8]=[CH:9]/[C:10]([O:12][CH3:13])=[O:11])#[N:20]. (2) Given the reactants [CH3:1][O:2][C:3]1[N:12]=[C:11]2[C:6]([CH2:7][CH2:8][C:9](=[O:13])[NH:10]2)=[CH:5][CH:4]=1.[H-].[Na+].[N+](C1C=C(S(O[CH2:29][C@@H:30]2[CH2:32][O:31]2)(=O)=O)C=CC=1)([O-])=O.O, predict the reaction product. The product is: [CH3:1][O:2][C:3]1[N:12]=[C:11]2[C:6]([CH2:7][CH2:8][C:9](=[O:13])[N:10]2[CH2:29][C@@H:30]2[CH2:32][O:31]2)=[CH:5][CH:4]=1. (3) Given the reactants [CH2:1]([O:3][C:4]([C:6]1[C:10]([CH3:11])=[C:9]([C:12]2[S:13][C:14](Br)=[CH:15][CH:16]=2)[N:8]([C:18]2[CH:23]=[CH:22][C:21]([Cl:24])=[CH:20][C:19]=2[Cl:25])[N:7]=1)=[O:5])[CH3:2].[CH3:26][C:27]([CH3:32])([CH3:31])[CH2:28][C:29]#C.C(N)CO.O, predict the reaction product. The product is: [CH2:1]([O:3][C:4]([C:6]1[C:10]([CH3:11])=[C:9]([C:12]2[S:13][C:14]([C:29]#[C:28][C:27]([CH3:32])([CH3:31])[CH3:26])=[CH:15][CH:16]=2)[N:8]([C:18]2[CH:23]=[CH:22][C:21]([Cl:24])=[CH:20][C:19]=2[Cl:25])[N:7]=1)=[O:5])[CH3:2]. (4) Given the reactants [C:1]([C:4]1[CH:13]([C:14]2[CH:15]=[CH:16][CH:17]=[C:18]3[C:23]=2[O:22][C:21]([CH3:24])=[CH:20][C:19]3=[O:25])[C:12]2[C:11](=[O:26])[NH:10][CH:9]=[CH:8][C:7]=2[NH:6][C:5]=1[CH3:27])(=[O:3])[CH3:2].[CH3:28][S:29](Cl)(=[O:31])=[O:30], predict the reaction product. The product is: [CH3:28][S:29]([O:26][C:11]1[N:10]=[CH:9][CH:8]=[C:7]2[C:12]=1[CH:13]([C:14]1[CH:15]=[CH:16][CH:17]=[C:18]3[C:23]=1[O:22][C:21]([CH3:24])=[CH:20][C:19]3=[O:25])[C:4]([C:1](=[O:3])[CH3:2])=[C:5]([CH3:27])[NH:6]2)(=[O:31])=[O:30]. (5) Given the reactants C(OC([NH:8][CH:9]([C:18]1[CH:23]=[CH:22][C:21]([O:24][CH3:25])=[C:20]([O:26][CH3:27])[CH:19]=1)[CH2:10][C:11](=[O:17])[CH2:12][C:13]([O:15]C)=O)=O)(C)(C)C.C([O-])([O-])=O.[K+].[K+].[CH2:34](Br)[CH:35]([CH3:37])[CH3:36], predict the reaction product. The product is: [CH3:27][O:26][C:20]1[CH:19]=[C:18]([CH:9]2[NH:10][C:11](=[O:17])[CH:12]=[C:13]([O:15][CH2:34][CH:35]([CH3:37])[CH3:36])[CH2:8]2)[CH:23]=[CH:22][C:21]=1[O:24][CH3:25]. (6) The product is: [F:12][C:11]([F:14])([F:13])[C:8]1[N:6]2[N:7]=[C:2]([N:17]3[CH2:22][CH2:21][C:20](=[O:23])[CH2:19][CH2:18]3)[CH:3]=[CH:4][C:5]2=[N:10][N:9]=1. Given the reactants Cl[C:2]1[CH:3]=[CH:4][C:5]2[N:6]([C:8]([C:11]([F:14])([F:13])[F:12])=[N:9][N:10]=2)[N:7]=1.Cl.O.[NH:17]1[CH2:22][CH2:21][C:20](=[O:23])[CH2:19][CH2:18]1.CCN(C(C)C)C(C)C, predict the reaction product.